From a dataset of Full USPTO retrosynthesis dataset with 1.9M reactions from patents (1976-2016). Predict the reactants needed to synthesize the given product. (1) Given the product [N+:19]([C:10]1[C:11]2[C:16](=[CH:15][CH:14]=[CH:13][CH:12]=2)[CH:17]=[CH:18][C:9]=1[NH:32][C:31]1[CH:30]=[CH:29][C:28]([C:26]2[O:27][C:23]([CH3:22])=[N:24][N:25]=2)=[CH:34][CH:33]=1)([O-:21])=[O:20], predict the reactants needed to synthesize it. The reactants are: O([C:9]1[CH:18]=[CH:17][C:16]2[C:11](=[CH:12][CH:13]=[CH:14][CH:15]=2)[C:10]=1[N+:19]([O-:21])=[O:20])S(C(F)(F)F)(=O)=O.[CH3:22][C:23]1[O:27][C:26]([C:28]2[CH:34]=[CH:33][C:31]([NH2:32])=[CH:30][CH:29]=2)=[N:25][N:24]=1. (2) Given the product [CH2:1]([N:3]1[C:7]2=[N:8][C:9]([CH2:45][CH3:46])=[C:10]([CH2:19][N:20]([CH2:29][C:30]3[CH:31]=[C:32]([C:37]4[CH:42]=[CH:41][CH:40]=[C:39]([CH2:43][N:51]5[CH2:52][CH2:53][N:48]([CH3:47])[CH2:49][CH2:50]5)[CH:38]=4)[C:33]([CH3:36])=[CH:34][CH:35]=3)[C:21]([C:23]3([C:26]([NH2:28])=[O:27])[CH2:24][CH2:25]3)=[O:22])[C:11]([NH:12][CH:13]3[CH2:18][CH2:17][O:16][CH2:15][CH2:14]3)=[C:6]2[CH:5]=[N:4]1)[CH3:2], predict the reactants needed to synthesize it. The reactants are: [CH2:1]([N:3]1[C:7]2=[N:8][C:9]([CH2:45][CH3:46])=[C:10]([CH2:19][N:20]([CH2:29][C:30]3[CH:31]=[C:32]([C:37]4[CH:42]=[CH:41][CH:40]=[C:39]([CH:43]=O)[CH:38]=4)[C:33]([CH3:36])=[CH:34][CH:35]=3)[C:21]([C:23]3([C:26]([NH2:28])=[O:27])[CH2:25][CH2:24]3)=[O:22])[C:11]([NH:12][CH:13]3[CH2:18][CH2:17][O:16][CH2:15][CH2:14]3)=[C:6]2[CH:5]=[N:4]1)[CH3:2].[CH3:47][N:48]1[CH2:53][CH2:52][NH:51][CH2:50][CH2:49]1.C(O[BH-](OC(=O)C)OC(=O)C)(=O)C.[Na+].C(O)(=O)C.